Dataset: Forward reaction prediction with 1.9M reactions from USPTO patents (1976-2016). Task: Predict the product of the given reaction. (1) Given the reactants [N+](C1C=CC(OC(OC[O:13][C:14](=[O:34])/[CH:15]=[C:16](\[CH3:33])/[CH:17]=[CH:18]/[CH:19]=[C:20](\[CH3:32])/[CH:21]=[CH:22]/[C:23]2[C:28]([CH3:30])([CH3:29])[CH2:27][CH2:26][CH2:25][C:24]=2[CH3:31])=O)=CC=1)([O-])=O.C(NC1C=CC(C(NC2C=CC=CC=2NC(=O)CN)=O)=CC=1)(=O)C.CCN(CC)CC, predict the reaction product. The product is: [CH3:31][C:24]1[CH2:25][CH2:26][CH2:27][C:28]([CH3:29])([CH3:30])[C:23]=1/[CH:22]=[CH:21]/[C:20](/[CH3:32])=[CH:19]/[CH:18]=[CH:17]/[C:16](/[CH3:33])=[CH:15]/[C:14]([OH:34])=[O:13]. (2) Given the reactants Br[C:2]1[CH:3]=[C:4]2[C:11]3([CH2:16][CH2:15][S:14][C:13]([NH:17]C(=O)OC(C)(C)C)=[N:12]3)[CH2:10][CH:9]([C:25]3[CH:30]=[CH:29][CH:28]=[CH:27][CH:26]=3)OC2=[CH:6][CH:7]=1.[C:31]([C:33]1[CH:34]=[C:35](B(O)O)[CH:36]=[CH:37][CH:38]=1)#[N:32].[C:42]([O-:45])([O-])=O.[Cs+].[Cs+].Cl, predict the reaction product. The product is: [NH2:17][C:13]1[S:14][CH2:15][CH2:16][C:11]2([C:4]3[C:42](=[CH:6][CH:7]=[C:2]([C:35]4[CH:34]=[C:33]([CH:38]=[CH:37][CH:36]=4)[C:31]#[N:32])[CH:3]=3)[O:45][CH:9]([C:25]3[CH:26]=[CH:27][CH:28]=[CH:29][CH:30]=3)[CH2:10]2)[N:12]=1. (3) Given the reactants [CH3:1][C:2]1[C:6]([C:7]2[CH:16]=[C:15]3[C:10]([C:11]([NH:20][CH:21]([CH3:25])[CH2:22][O:23][CH3:24])=[C:12]([N+:17]([O-])=O)[CH:13]=[N:14]3)=[CH:9][C:8]=2[O:26][CH3:27])=[C:5]([CH3:28])[O:4][N:3]=1.[H][H], predict the reaction product. The product is: [CH3:1][C:2]1[C:6]([C:7]2[CH:16]=[C:15]3[C:10]([C:11]([NH:20][CH:21]([CH3:25])[CH2:22][O:23][CH3:24])=[C:12]([NH2:17])[CH:13]=[N:14]3)=[CH:9][C:8]=2[O:26][CH3:27])=[C:5]([CH3:28])[O:4][N:3]=1. (4) Given the reactants [OH:1][N:2]=[C:3]([CH:6]=O)[C:4]#[N:5].[OH:8][CH2:9][CH2:10][NH:11][NH2:12], predict the reaction product. The product is: [OH:8][CH2:9][CH2:10][NH:11][N:12]=[CH:6][C:3](=[N:2][OH:1])[C:4]#[N:5].